From a dataset of Peptide-MHC class I binding affinity with 185,985 pairs from IEDB/IMGT. Regression. Given a peptide amino acid sequence and an MHC pseudo amino acid sequence, predict their binding affinity value. This is MHC class I binding data. (1) The peptide sequence is KACDLAMCY. The MHC is HLA-A02:12 with pseudo-sequence HLA-A02:12. The binding affinity (normalized) is 0.0847. (2) The peptide sequence is ILSLFLISL. The MHC is HLA-B15:03 with pseudo-sequence HLA-B15:03. The binding affinity (normalized) is 0.